Dataset: Forward reaction prediction with 1.9M reactions from USPTO patents (1976-2016). Task: Predict the product of the given reaction. (1) The product is: [ClH:5].[ClH:8].[Cl:8][C:9]1[CH:34]=[CH:33][C:12]2[N:13]3[C:17]([CH2:18][N:19]([C:3](=[O:4])[C:2]([CH3:7])([CH3:6])[CH3:1])[CH2:20][C:11]=2[CH:10]=1)=[N:16][N:15]=[C:14]3[CH:21]1[CH2:22][CH2:23][N:24]([C:27]2[CH:32]=[CH:31][CH:30]=[CH:29][N:28]=2)[CH2:25][CH2:26]1. Given the reactants [CH3:1][C:2]([CH3:7])([CH3:6])[C:3]([Cl:5])=[O:4].[Cl:8][C:9]1[CH:34]=[CH:33][C:12]2[N:13]3[C:17]([CH2:18][NH:19][CH2:20][C:11]=2[CH:10]=1)=[N:16][N:15]=[C:14]3[CH:21]1[CH2:26][CH2:25][N:24]([C:27]2[CH:32]=[CH:31][CH:30]=[CH:29][N:28]=2)[CH2:23][CH2:22]1, predict the reaction product. (2) Given the reactants [NH2:1][C:2]1[CH:10]=[CH:9][C:8]([CH2:11][CH2:12][N:13]2[CH2:18][CH2:17][O:16][CH2:15][CH2:14]2)=[CH:7][C:3]=1[C:4]([NH2:6])=[O:5].[CH3:19][C:20]1[CH:25]=[C:24]([CH:26]=O)[CH:23]=[C:22]([CH3:28])[N:21]=1.S([O-])(O)=O.[Na+].C1(C)C=CC(S(O)(=O)=O)=CC=1, predict the reaction product. The product is: [CH3:19][C:20]1[CH:25]=[C:24]([C:26]2[NH:6][C:4](=[O:5])[C:3]3[C:2](=[CH:10][CH:9]=[C:8]([CH2:11][CH2:12][N:13]4[CH2:14][CH2:15][O:16][CH2:17][CH2:18]4)[CH:7]=3)[N:1]=2)[CH:23]=[C:22]([CH3:28])[N:21]=1.